Dataset: Catalyst prediction with 721,799 reactions and 888 catalyst types from USPTO. Task: Predict which catalyst facilitates the given reaction. (1) Reactant: CN1CCCC1=O.Cl[C:9]1[CH:10]=[C:11]([C:16]2[CH:20]=[C:19]([CH2:21][C:22]3[CH:27]=[CH:26][C:25]([O:28][CH2:29][C:30]4[CH:35]=[CH:34][CH:33]=[CH:32][N:31]=4)=[CH:24][CH:23]=3)[O:18][N:17]=2)[C:12]([NH2:15])=[N:13][CH:14]=1.C(O)=O.C(N(CC)C(C)C)(C)C. Product: [N:31]1[CH:32]=[CH:33][CH:34]=[CH:35][C:30]=1[CH2:29][O:28][C:25]1[CH:26]=[CH:27][C:22]([CH2:21][C:19]2[O:18][N:17]=[C:16]([C:11]3[C:12]([NH2:15])=[N:13][CH:14]=[CH:9][CH:10]=3)[CH:20]=2)=[CH:23][CH:24]=1. The catalyst class is: 103. (2) Reactant: C([CH:8]([NH2:33])[CH2:9][O:10][C:11](=[O:32])[C@H:12]([NH:20][C:21]([CH:23]1[CH2:28][CH2:27][CH:26]([CH:29]([CH3:31])[CH3:30])[CH2:25][CH2:24]1)=[O:22])[CH2:13][C:14]1[CH:19]=[CH:18][CH:17]=[CH:16][CH:15]=1)(OC(C)(C)C)=O.C(Cl)Cl.C(O)(C(F)(F)F)=O.[O-][Mn](=O)(=O)=O.[K+]. Product: [NH2:33][CH2:8][CH2:9][O:10][C:11](=[O:32])[C@H:12]([NH:20][C:21]([CH:23]1[CH2:28][CH2:27][CH:26]([CH:29]([CH3:30])[CH3:31])[CH2:25][CH2:24]1)=[O:22])[CH2:13][C:14]1[CH:19]=[CH:18][CH:17]=[CH:16][CH:15]=1. The catalyst class is: 250. (3) Reactant: [C:1]1([S:7]([C:10]2[CH:11]=[CH:12][C:13]([C:33]([F:36])([F:35])[F:34])=[C:14]([S:16]([NH:19][CH:20]3[CH2:28][C:27]4[C:22](=[CH:23][CH:24]=[C:25]([C:29]([O:31]C)=[O:30])[CH:26]=4)[CH2:21]3)(=[O:18])=[O:17])[CH:15]=2)(=[O:9])=[O:8])[CH:6]=[CH:5][CH:4]=[CH:3][CH:2]=1.O1CCCC1.[OH-].[Na+].Cl. Product: [C:1]1([S:7]([C:10]2[CH:11]=[CH:12][C:13]([C:33]([F:35])([F:36])[F:34])=[C:14]([S:16]([NH:19][CH:20]3[CH2:28][C:27]4[C:22](=[CH:23][CH:24]=[C:25]([C:29]([OH:31])=[O:30])[CH:26]=4)[CH2:21]3)(=[O:18])=[O:17])[CH:15]=2)(=[O:9])=[O:8])[CH:2]=[CH:3][CH:4]=[CH:5][CH:6]=1. The catalyst class is: 72. (4) Reactant: [N:1]1[CH:2]=[C:3]([S:10][C:11]2[CH:20]=[CH:19][C:14]3[N:15]=[C:16]([NH2:18])[S:17][C:13]=3[CH:12]=2)[N:4]2[CH:9]=[CH:8][CH:7]=[N:6][C:5]=12.[CH3:21][O:22][CH2:23][CH2:24][C:25](O)=[O:26].Cl.CN(C)CCCN=C=NCC. Product: [N:1]1[CH:2]=[C:3]([S:10][C:11]2[CH:20]=[CH:19][C:14]3[N:15]=[C:16]([NH:18][C:25](=[O:26])[CH2:24][CH2:23][O:22][CH3:21])[S:17][C:13]=3[CH:12]=2)[N:4]2[CH:9]=[CH:8][CH:7]=[N:6][C:5]=12. The catalyst class is: 17. (5) Reactant: [CH3:1][O:2][C:3]1[CH:11]=[C:10]2[C:6]([CH2:7][C:8](=[O:12])[NH:9]2)=[CH:5][CH:4]=1.[N:13]1([CH2:19][CH2:20][CH2:21][C:22]2[C:23]3[CH2:33][CH2:32][CH2:31][CH2:30][CH2:29][C:24]=3[NH:25][C:26]=2[CH:27]=O)[CH2:18][CH2:17][O:16][CH2:15][CH2:14]1.N1CCCCC1. Product: [CH3:1][O:2][C:3]1[CH:11]=[C:10]2[C:6](/[C:7](=[CH:27]/[C:26]3[NH:25][C:24]4[CH2:29][CH2:30][CH2:31][CH2:32][CH2:33][C:23]=4[C:22]=3[CH2:21][CH2:20][CH2:19][N:13]3[CH2:14][CH2:15][O:16][CH2:17][CH2:18]3)/[C:8](=[O:12])[NH:9]2)=[CH:5][CH:4]=1. The catalyst class is: 8. (6) Reactant: Cl[CH2:2][CH2:3][C:4]([NH:6][C:7]1[CH:20]=[CH:19][C:18]2[C:17](=[O:21])[C:16]3[C:11](=[CH:12][C:13]([NH:22][C:23](=[O:27])[CH2:24][CH2:25]Cl)=[CH:14][CH:15]=3)[C:10](=[O:28])[C:9]=2[CH:8]=1)=[O:5].[CH2:29]([NH2:33])[CH2:30][CH2:31][CH3:32].[N:34]1C=[CH:38][CH:37]=[CH:36][CH:35]=1. Product: [CH2:29]([NH:33][CH2:2][CH2:3][C:4]([NH:6][C:7]1[CH:20]=[CH:19][C:18]2[C:17](=[O:21])[C:16]3[C:11](=[CH:12][C:13]([NH:22][C:23](=[O:27])[CH2:24][CH2:25][NH:34][CH2:35][CH2:36][CH2:37][CH3:38])=[CH:14][CH:15]=3)[C:10](=[O:28])[C:9]=2[CH:8]=1)=[O:5])[CH2:30][CH2:31][CH3:32]. The catalyst class is: 9. (7) Reactant: FC(F)(F)C(O)=O.[F:8][C:9]1([F:16])[CH2:14][CH2:13][C:12](=O)[CH2:11][CH2:10]1.C(O[BH-](OC(=O)C)OC(=O)C)(=O)C.C[N+](C)(C)C.[NH2:35][C:36]1[CH:48]=[C:47]([N:49]2[CH2:54][CH2:53][N:52]([CH3:55])[CH2:51][CH2:50]2)[CH:46]=[CH:45][C:37]=1[C:38]([O:40][C:41]([CH3:44])([CH3:43])[CH3:42])=[O:39]. Product: [F:8][C:9]1([F:16])[CH2:14][CH2:13][CH:12]([NH:35][C:36]2[CH:48]=[C:47]([N:49]3[CH2:54][CH2:53][N:52]([CH3:55])[CH2:51][CH2:50]3)[CH:46]=[CH:45][C:37]=2[C:38]([O:40][C:41]([CH3:44])([CH3:43])[CH3:42])=[O:39])[CH2:11][CH2:10]1. The catalyst class is: 96. (8) Product: [CH2:1]([O:3][C:4](=[O:21])[CH2:5][N:6]([C:32]([O:34][CH2:35][CH:36]=[CH2:37])=[O:33])[CH:7]([C:14]1[CH:15]=[CH:16][C:17]([Cl:20])=[CH:18][CH:19]=1)[C:8]1[CH:13]=[CH:12][CH:11]=[CH:10][CH:9]=1)[CH3:2]. The catalyst class is: 2. Reactant: [CH2:1]([O:3][C:4](=[O:21])[CH2:5][NH:6][CH:7]([C:14]1[CH:19]=[CH:18][C:17]([Cl:20])=[CH:16][CH:15]=1)[C:8]1[CH:13]=[CH:12][CH:11]=[CH:10][CH:9]=1)[CH3:2].C(N(C(C)C)C(C)C)C.Cl[C:32]([O:34][CH2:35][CH:36]=[CH2:37])=[O:33]. (9) Reactant: Cl[SiH:2]1[N:6]([C:7]([CH3:10])([CH3:9])[CH3:8])[CH:5]=[CH:4][N:3]1[C:11]([CH3:14])([CH3:13])[CH3:12].O1CCCC1.[CH3:20][C:21]([CH3:25])=[CH:22][Mg]Br. Product: [C:11]([N:3]1[CH:4]=[CH:5][N:6]([C:7]([CH3:10])([CH3:9])[CH3:8])[SiH:2]1[CH:20]=[C:21]([CH3:25])[CH3:22])([CH3:14])([CH3:13])[CH3:12]. The catalyst class is: 81.